Predict which catalyst facilitates the given reaction. From a dataset of Catalyst prediction with 721,799 reactions and 888 catalyst types from USPTO. (1) Reactant: [CH2:1]([CH:7]([CH2:10][CH2:11][CH2:12][CH2:13][CH2:14][CH2:15][CH2:16][CH3:17])[CH2:8][OH:9])[CH2:2][CH2:3][CH2:4][CH2:5][CH3:6].CC(C)=[O:20].OS(O)(=O)=O.O=[Cr](=O)=O. Product: [CH2:1]([CH:7]([CH2:10][CH2:11][CH2:12][CH2:13][CH2:14][CH2:15][CH2:16][CH3:17])[C:8]([OH:20])=[O:9])[CH2:2][CH2:3][CH2:4][CH2:5][CH3:6]. The catalyst class is: 21. (2) Product: [CH2:1]([O:8][C:9]1[C:26]([O:27][CH3:28])=[CH:25][C:12]([C:13]([N:15]2[CH2:19][C:18](=[CH2:20])[CH2:17][C@H:16]2[CH:21]=[O:22])=[O:14])=[C:11]([N+:29]([O-:31])=[O:30])[CH:10]=1)[C:2]1[CH:3]=[CH:4][CH:5]=[CH:6][CH:7]=1. The catalyst class is: 2. Reactant: [CH2:1]([O:8][C:9]1[C:26]([O:27][CH3:28])=[CH:25][C:12]([C:13]([N:15]2[CH2:19][C:18](=[CH2:20])[CH2:17][C@H:16]2[C:21](OC)=[O:22])=[O:14])=[C:11]([N+:29]([O-:31])=[O:30])[CH:10]=1)[C:2]1[CH:7]=[CH:6][CH:5]=[CH:4][CH:3]=1.CC(C[AlH]CC(C)C)C.CO.Cl. (3) Reactant: Cl.[CH3:2][O:3][C:4]1[CH:16]=[CH:15][C:7]([CH2:8][C@@H:9]([C:11]([O:13][CH3:14])=[O:12])[NH2:10])=[CH:6][CH:5]=1.C(N(CC)CC)C.[CH3:24][O:25][C:26]1[CH:36]=[CH:35][CH:34]=[CH:33][C:27]=1[CH:28]=[CH:29][C:30](O)=[O:31].CCN=C=NCCCN(C)C.Cl. Product: [CH3:24][O:25][C:26]1[CH:36]=[CH:35][CH:34]=[CH:33][C:27]=1[CH:28]=[CH:29][C:30]([NH:10][C@H:9]([C:11]([O:13][CH3:14])=[O:12])[CH2:8][C:7]1[CH:6]=[CH:5][C:4]([O:3][CH3:2])=[CH:16][CH:15]=1)=[O:31]. The catalyst class is: 2. (4) Reactant: [C:1]([BH3-])#N.[Na+].[CH:5]1([C:11]2[C:12]3[CH:13]=[CH:14][C:15]([C:44]([NH:46][S:47]([CH:50]4[CH2:52][CH2:51]4)(=[O:49])=[O:48])=[O:45])=[CH:16][C:17]=3[N:18]3[CH2:24][CH:23]([C:25]([N:27]4[CH2:34][C:33]56[CH2:35][NH:36][CH2:37][C:29]5([CH2:30][O:31][CH2:32]6)[CH2:28]4)=[O:26])[CH2:22][C:21]4[CH:38]=[C:39]([O:42][CH3:43])[CH:40]=[CH:41][C:20]=4[C:19]=23)[CH2:10][CH2:9][CH2:8][CH2:7][CH2:6]1.C=O. Product: [CH:5]1([C:11]2[C:12]3[CH:13]=[CH:14][C:15]([C:44]([NH:46][S:47]([CH:50]4[CH2:52][CH2:51]4)(=[O:48])=[O:49])=[O:45])=[CH:16][C:17]=3[N:18]3[CH2:24][CH:23]([C:25]([N:27]4[CH2:34][C:33]56[CH2:35][N:36]([CH3:1])[CH2:37][C:29]5([CH2:30][O:31][CH2:32]6)[CH2:28]4)=[O:26])[CH2:22][C:21]4[CH:38]=[C:39]([O:42][CH3:43])[CH:40]=[CH:41][C:20]=4[C:19]=23)[CH2:6][CH2:7][CH2:8][CH2:9][CH2:10]1. The catalyst class is: 5. (5) Reactant: Cl[C:2]1[C:3]2[CH:20]=[CH:19][S:18][C:4]=2[N:5]=[C:6]([C:8]([F:17])([F:16])[C:9]2[CH:14]=[CH:13][C:12]([F:15])=[CH:11][CH:10]=2)[N:7]=1.[CH3:21][C:22]1[NH:26][N:25]=[C:24]([NH2:27])[CH:23]=1.[I-].[K+].CCN(C(C)C)C(C)C. Product: [F:16][C:8]([F:17])([C:9]1[CH:14]=[CH:13][C:12]([F:15])=[CH:11][CH:10]=1)[C:6]1[N:7]=[C:2]([NH:27][C:24]2[CH:23]=[C:22]([CH3:21])[NH:26][N:25]=2)[C:3]2[CH:20]=[CH:19][S:18][C:4]=2[N:5]=1. The catalyst class is: 3.